From a dataset of Full USPTO retrosynthesis dataset with 1.9M reactions from patents (1976-2016). Predict the reactants needed to synthesize the given product. Given the product [C:1]([NH:6][C:7]1[CH:12]=[C:11]([O:13][C:14]2[CH:15]=[CH:16][C:17]([NH:20][C:21]([NH:33][CH:30]3[CH2:32][CH2:31]3)=[O:29])=[CH:18][CH:19]=2)[CH:10]=[CH:9][N:8]=1)(=[O:5])[CH2:2][CH2:3][CH3:4], predict the reactants needed to synthesize it. The reactants are: [C:1]([NH:6][C:7]1[CH:12]=[C:11]([O:13][C:14]2[CH:19]=[CH:18][C:17]([NH:20][C:21](=[O:29])OC3C=CC=CC=3)=[CH:16][CH:15]=2)[CH:10]=[CH:9][N:8]=1)(=[O:5])[CH2:2][CH2:3][CH3:4].[CH:30]1([NH2:33])[CH2:32][CH2:31]1.C(N(CC)CC)C.